This data is from Reaction yield outcomes from USPTO patents with 853,638 reactions. The task is: Predict the reaction yield, written as a fraction of the theoretical maximum amount of product (1.0 means a 100% yield; for example, 0.34 means a 34% yield). (1) The reactants are C([O:8][C:9]1[C:18](=[O:19])[N:17]2[C:12]([C:13]([CH3:21])([CH3:20])[O:14][CH2:15][CH2:16]2)=[N:11][C:10]=1[C:22]([NH:24][CH2:25][C:26]1[S:30][C:29]([CH3:31])=[N:28][CH:27]=1)=[O:23])C1C=CC=CC=1.[H][H]. The catalyst is C(OCC)(=O)C.C(O)C.[Pd]. The product is [OH:8][C:9]1[C:18](=[O:19])[N:17]2[C:12]([C:13]([CH3:20])([CH3:21])[O:14][CH2:15][CH2:16]2)=[N:11][C:10]=1[C:22]([NH:24][CH2:25][C:26]1[S:30][C:29]([CH3:31])=[N:28][CH:27]=1)=[O:23]. The yield is 0.920. (2) The reactants are [Br:1][C:2]1[CH:14]=[CH:13][C:12]2[C:11]3[C:6](=[CH:7][C:8]([Br:15])=[CH:9][CH:10]=3)[C:5]([CH2:17][CH2:18][CH2:19][CH2:20][NH2:21])([CH3:16])[C:4]=2[CH:3]=1.[C:22]([O:26][C:27](O[C:27]([O:26][C:22]([CH3:25])([CH3:24])[CH3:23])=[O:28])=[O:28])([CH3:25])([CH3:24])[CH3:23]. The catalyst is C1COCC1. The product is [C:22]([O:26][C:27](=[O:28])[NH:21][CH2:20][CH2:19][CH2:18][CH2:17][C:5]1([CH3:16])[C:4]2[CH:3]=[C:2]([Br:1])[CH:14]=[CH:13][C:12]=2[C:11]2[C:6]1=[CH:7][C:8]([Br:15])=[CH:9][CH:10]=2)([CH3:25])([CH3:24])[CH3:23]. The yield is 0.790.